Dataset: Peptide-MHC class II binding affinity with 134,281 pairs from IEDB. Task: Regression. Given a peptide amino acid sequence and an MHC pseudo amino acid sequence, predict their binding affinity value. This is MHC class II binding data. (1) The peptide sequence is QKQVQMMIMIKFMGV. The MHC is DRB1_0802 with pseudo-sequence DRB1_0802. The binding affinity (normalized) is 0.519. (2) The MHC is DRB5_0101 with pseudo-sequence DRB5_0101. The binding affinity (normalized) is 0.556. The peptide sequence is GELQIDDKIDAAFKI. (3) The peptide sequence is EVVDYLGIPASARPV. The MHC is DRB4_0101 with pseudo-sequence DRB4_0103. The binding affinity (normalized) is 0.357. (4) The peptide sequence is NGSQFFLCTAKTAWL. The MHC is DRB1_0404 with pseudo-sequence DRB1_0404. The binding affinity (normalized) is 0.435. (5) The peptide sequence is ISEPTAAAIAYGLDR. The MHC is HLA-DQA10102-DQB10602 with pseudo-sequence HLA-DQA10102-DQB10602. The binding affinity (normalized) is 0.802.